Task: Predict which catalyst facilitates the given reaction.. Dataset: Catalyst prediction with 721,799 reactions and 888 catalyst types from USPTO (1) Reactant: [O:1]1[CH2:6][CH2:5][CH:4]([OH:7])[CH2:3][CH2:2]1.[H-].[Na+].[Cl:10][C:11]1[N:16]=[C:15](Cl)[C:14]([Cl:18])=[CH:13][N:12]=1. Product: [Cl:10][C:11]1[N:16]=[C:15]([O:7][CH:4]2[CH2:5][CH2:6][O:1][CH2:2][CH2:3]2)[C:14]([Cl:18])=[CH:13][N:12]=1. The catalyst class is: 198. (2) Reactant: [OH:1][C:2]1[CH:3]=[C:4]([CH2:9][C:10]([OH:12])=O)[CH:5]=[CH:6][C:7]=1[OH:8].CN(C(ON1N=NC2C=CC=NC1=2)=[N+](C)C)C.F[P-](F)(F)(F)(F)F.CCN(C(C)C)C(C)C.[NH2:46][CH2:47][CH2:48][NH:49][C:50](=[O:76])[CH2:51][C@@H:52]1[N:58]=[C:57]([C:59]2[CH:64]=[CH:63][C:62]([Cl:65])=[CH:61][CH:60]=2)[C:56]2[CH:66]=[C:67]([O:70][CH3:71])[CH:68]=[CH:69][C:55]=2[N:54]2[C:72]([CH3:75])=[N:73][N:74]=[C:53]12. Product: [Cl:65][C:62]1[CH:63]=[CH:64][C:59]([C:57]2[C:56]3[CH:66]=[C:67]([O:70][CH3:71])[CH:68]=[CH:69][C:55]=3[N:54]3[C:72]([CH3:75])=[N:73][N:74]=[C:53]3[C@H:52]([CH2:51][C:50]([NH:49][CH2:48][CH2:47][NH:46][C:10](=[O:12])[CH2:9][C:4]3[CH:5]=[CH:6][C:7]([OH:8])=[C:2]([OH:1])[CH:3]=3)=[O:76])[N:58]=2)=[CH:60][CH:61]=1. The catalyst class is: 2. (3) Reactant: [Br:1][C:2]1[N:7]=[C:6]([C:8]2([CH2:15]O)[NH:13][C:12](=[O:14])[CH2:11][O:10][CH2:9]2)[CH:5]=[CH:4][CH:3]=1.C(N(S(F)(F)[F:23])CC)C.C([O-])([O-])=O.[Na+].[Na+]. Product: [Br:1][C:2]1[N:7]=[C:6]([C:8]2([CH2:15][F:23])[NH:13][C:12](=[O:14])[CH2:11][O:10][CH2:9]2)[CH:5]=[CH:4][CH:3]=1. The catalyst class is: 1. (4) Reactant: [CH3:1][N:2]1[C:10]2[C:5](=[CH:6][CH:7]=[C:8]([N+:11]([O-:13])=[O:12])[CH:9]=2)[C:4]([C:14]([OH:16])=O)=[CH:3]1.[CH:17]([N:20]([CH:23]([CH3:25])C)CC)([CH3:19])C.N1(OC(N(C)C)=[N+](C)C)C2C=CC=CC=2N=N1.F[B-](F)(F)F.N1CCCC1. Product: [CH3:1][N:2]1[C:10]2[C:5](=[CH:6][CH:7]=[C:8]([N+:11]([O-:13])=[O:12])[CH:9]=2)[C:4]([C:14]([N:20]2[CH2:17][CH2:19][CH2:25][CH2:23]2)=[O:16])=[CH:3]1. The catalyst class is: 288. (5) Reactant: [C:1]([C:3]1[CH:8]=[CH:7][C:6]([NH:9][C@H:10]([CH2:14][CH:15]([CH3:17])[CH3:16])[C:11]([NH2:13])=[O:12])=[CH:5][C:4]=1[NH:18][C:19]1[O:23][N:22]=[C:21]([CH3:24])[CH:20]=1)#[N:2].C([O-])([O-])=[O:26].[K+].[K+].OO. Product: [NH2:13][C:11](=[O:12])[C@H:10]([NH:9][C:6]1[CH:7]=[CH:8][C:3]([C:1]([NH2:2])=[O:26])=[C:4]([NH:18][C:19]2[O:23][N:22]=[C:21]([CH3:24])[CH:20]=2)[CH:5]=1)[CH2:14][CH:15]([CH3:17])[CH3:16]. The catalyst class is: 16. (6) Reactant: [F:1][C:2]1[CH:3]=[C:4]([NH2:8])[CH:5]=[CH:6][CH:7]=1.[C:9]1([CH2:15][S:16](Cl)(=[O:18])=[O:17])[CH:14]=[CH:13][CH:12]=[CH:11][CH:10]=1. The catalyst class is: 2. Product: [F:1][C:2]1[CH:3]=[C:4]([NH:8][S:16]([CH2:15][C:9]2[CH:14]=[CH:13][CH:12]=[CH:11][CH:10]=2)(=[O:18])=[O:17])[CH:5]=[CH:6][CH:7]=1. (7) Reactant: [CH3:1][N:2]1[N:6]=[N:5][C:4]([C:7]2[CH:8]=[C:9]([C@H:13]([NH:21][CH3:22])[CH2:14][N:15]3[CH2:19][CH2:18][C@H:17]([OH:20])[CH2:16]3)[CH:10]=[CH:11][CH:12]=2)=[N:3]1.[O:23]=[C:24]1[CH2:32][C:31]2[C:26](=[CH:27][C:28]([CH2:33][C:34]([OH:36])=O)=[CH:29][CH:30]=2)[NH:25]1.C(Cl)CCl.N1(O)C2C=CC=CC=2N=N1. Product: [OH:20][C@H:17]1[CH2:18][CH2:19][N:15]([CH2:14][C@@H:13]([N:21]([CH3:22])[C:34](=[O:36])[CH2:33][C:28]2[CH:27]=[C:26]3[C:31]([CH2:32][C:24](=[O:23])[NH:25]3)=[CH:30][CH:29]=2)[C:9]2[CH:10]=[CH:11][CH:12]=[C:7]([C:4]3[N:5]=[N:6][N:2]([CH3:1])[N:3]=3)[CH:8]=2)[CH2:16]1. The catalyst class is: 9. (8) Reactant: [C:1]1([CH:7]2[CH2:16][CH2:15][C:14]3[C:9](=[CH:10][CH:11]=[C:12]([O:17][C:18]4[N:23]=[CH:22][C:21]([NH2:24])=[CH:20][CH:19]=4)[CH:13]=3)[O:8]2)[CH:6]=[CH:5][CH:4]=[CH:3][CH:2]=1.[CH3:25][N:26]=[C:27]=[S:28]. Product: [CH3:25][NH:26][C:27]([NH:24][C:21]1[CH:22]=[N:23][C:18]([O:17][C:12]2[CH:13]=[C:14]3[C:9](=[CH:10][CH:11]=2)[O:8][CH:7]([C:1]2[CH:6]=[CH:5][CH:4]=[CH:3][CH:2]=2)[CH2:16][CH2:15]3)=[CH:19][CH:20]=1)=[S:28]. The catalyst class is: 8.